This data is from Full USPTO retrosynthesis dataset with 1.9M reactions from patents (1976-2016). The task is: Predict the reactants needed to synthesize the given product. (1) Given the product [CH3:34][O:3][C@@H:4]1[CH2:8][CH2:7][CH2:6][C@H:5]1[O:9][C:10]1[C:15]2[C:16]([O:19][CH2:20][CH:21]3[CH2:26][CH2:25][N:24]([C:27]([O:29][C:30]([CH3:33])([CH3:32])[CH3:31])=[O:28])[CH2:23][CH2:22]3)=[N:17][O:18][C:14]=2[CH:13]=[CH:12][CH:11]=1, predict the reactants needed to synthesize it. The reactants are: [H-].[Na+].[OH:3][C@@H:4]1[CH2:8][CH2:7][CH2:6][C@H:5]1[O:9][C:10]1[C:15]2[C:16]([O:19][CH2:20][CH:21]3[CH2:26][CH2:25][N:24]([C:27]([O:29][C:30]([CH3:33])([CH3:32])[CH3:31])=[O:28])[CH2:23][CH2:22]3)=[N:17][O:18][C:14]=2[CH:13]=[CH:12][CH:11]=1.[CH3:34]I.O. (2) Given the product [N+:16]([C:19]1[CH:24]=[C:23]([Cl:25])[C:22]([Cl:26])=[CH:21][C:20]=1[CH2:27][C:28]([N:30]([CH3:49])[C@@H:31]([C:40]1[CH:35]=[CH:36][CH:37]=[C:38]([N+:41]([O-:43])=[O:42])[CH:39]=1)[CH2:32][N:44]1[CH2:48][CH2:47][CH2:46][CH2:45]1)=[O:29])([O-:18])=[O:17].[ClH:59], predict the reactants needed to synthesize it. The reactants are: C1CCC(N=C=NC2CCCCC2)CC1.[N+:16]([C:19]1[CH:24]=[C:23]([Cl:25])[C:22]([Cl:26])=[CH:21][C:20]=1[CH2:27][C:28]([N:30]([CH3:49])[C@@H:31]1[C:40]2[C:35](=[CH:36][CH:37]=[C:38]([N+:41]([O-:43])=[O:42])[CH:39]=2)CC[C@H:32]1[N:44]1[CH2:48][CH2:47][CH2:46][CH2:45]1)=[O:29])([O-:18])=[O:17].[N+](C1C=C([Cl:59])C(Cl)=CC=1CC(O)=O)([O-])=O.N1C=CC=CC=1.Cl.O(CC)CC.Cl. (3) The reactants are: [NH2:1][C:2]1[NH:6][CH:5]=[N:4][C:3]=1[C:7](N)=[O:8].[CH2:10]([OH:12])[CH3:11]. Given the product [CH2:10]([O:12][C:7]([C:3]1[N:4]=[CH:5][NH:6][C:2]=1[NH2:1])=[O:8])[CH3:11], predict the reactants needed to synthesize it. (4) The reactants are: [N:1]1[CH:6]=[CH:5][CH:4]=[C:3]([N:7]2[CH2:13][CH2:12][CH2:11][NH:10][CH2:9][CH2:8]2)[CH:2]=1.[CH:14](O)=O.C=O. Given the product [CH3:14][N:10]1[CH2:11][CH2:12][CH2:13][N:7]([C:3]2[CH:2]=[N:1][CH:6]=[CH:5][CH:4]=2)[CH2:8][CH2:9]1, predict the reactants needed to synthesize it. (5) Given the product [ClH:24].[N:19]1[CH:18]=[CH:17][C:16]([N:14]2[CH2:13][CH2:12][C:11]3([CH2:22][CH2:23][NH:8][CH2:9][CH2:10]3)[CH2:15]2)=[CH:21][CH:20]=1, predict the reactants needed to synthesize it. The reactants are: C([N:8]1[CH2:23][CH2:22][C:11]2([CH2:15][N:14]([C:16]3[CH:21]=[CH:20][N:19]=[CH:18][CH:17]=3)[CH2:13][CH2:12]2)[CH2:10][CH2:9]1)C1C=CC=CC=1.[ClH:24]. (6) Given the product [C:1]([C:5]1[O:9][N:8]=[C:7]([NH:10][C:11]([C@@H:13]2[CH2:18][CH2:17][CH2:16][CH2:15][N:14]2[C:19]([N:21]2[CH2:26][CH2:25][N:24]([S:28]([CH3:27])(=[O:30])=[O:29])[CH2:23][CH2:22]2)=[O:20])=[O:12])[CH:6]=1)([CH3:4])([CH3:2])[CH3:3], predict the reactants needed to synthesize it. The reactants are: [C:1]([C:5]1[O:9][N:8]=[C:7]([NH:10][C:11]([C@@H:13]2[CH2:18][CH2:17][CH2:16][CH2:15][N:14]2[C:19]([N:21]2[CH2:26][CH2:25][NH:24][CH2:23][CH2:22]2)=[O:20])=[O:12])[CH:6]=1)([CH3:4])([CH3:3])[CH3:2].[CH3:27][S:28](Cl)(=[O:30])=[O:29].C(N(CC)C(C)C)(C)C. (7) The reactants are: [Cl:1][C:2]1[S:6][C:5]([S:7]([N:10]2[CH2:15][CH2:14][N:13](C3N=C(N)C4C(=CC(OC)=C(OC)C=4)N=3)[CH2:12][CH2:11]2)(=[O:9])=[O:8])=[CH:4][CH:3]=1.N1CCNCC1.ClC1SC(S(Cl)(=O)=O)=CC=1. Given the product [Cl:1][C:2]1[S:6][C:5]([S:7]([N:10]2[CH2:11][CH2:12][NH:13][CH2:14][CH2:15]2)(=[O:8])=[O:9])=[CH:4][CH:3]=1, predict the reactants needed to synthesize it. (8) Given the product [CH3:27][CH:28]([CH3:31])[CH2:29][NH:30][CH2:12][C@@H:13]1[O:18][C:17]2[CH:19]=[C:20]([S:23]([CH3:26])(=[O:24])=[O:25])[CH:21]=[CH:22][C:16]=2[O:15][CH2:14]1, predict the reactants needed to synthesize it. The reactants are: CC1C=CC(S(O[CH2:12][C@@H:13]2[O:18][C:17]3[CH:19]=[C:20]([S:23]([CH3:26])(=[O:25])=[O:24])[CH:21]=[CH:22][C:16]=3[O:15][CH2:14]2)(=O)=O)=CC=1.[CH3:27][CH:28]([CH3:31])[CH2:29][NH2:30]. (9) Given the product [CH3:21][O:20][C:17]1[CH:18]=[CH:19][C:14]([CH:12]2[C:3]3[CH:4]=[CH:5][C:6]4[C:11](=[N:10][CH:9]=[CH:8][CH:7]=4)[C:2]=3[NH:1][S:24](=[O:26])(=[O:25])[N:23]2[CH3:22])=[CH:15][CH:16]=1, predict the reactants needed to synthesize it. The reactants are: [NH2:1][C:2]1[C:3]([C:12]([C:14]2[CH:19]=[CH:18][C:17]([O:20][CH3:21])=[CH:16][CH:15]=2)=O)=[CH:4][CH:5]=[C:6]2[C:11]=1[N:10]=[CH:9][CH:8]=[CH:7]2.[CH3:22][NH:23][S:24](Cl)(=[O:26])=[O:25].[BH4-].[Na+]. (10) The reactants are: C(OC(=O)[NH:7][C:8]1[CH:13]=[CH:12][C:11]([C:14]2[CH:19]=[CH:18][CH:17]=[CH:16][CH:15]=2)=[CH:10][C:9]=1[NH2:20])(C)(C)C.CC1(C)O[C:27](=[O:29])[CH:26]=[C:25]([C:30]2[S:31][CH:32]=[CH:33][CH:34]=2)O1.C(O)(C(F)(F)F)=O. Given the product [C:14]1([C:11]2[CH:12]=[CH:13][C:8]3[N:7]=[C:25]([C:30]4[S:31][CH:32]=[CH:33][CH:34]=4)[CH2:26][C:27](=[O:29])[NH:20][C:9]=3[CH:10]=2)[CH:15]=[CH:16][CH:17]=[CH:18][CH:19]=1, predict the reactants needed to synthesize it.